From a dataset of Catalyst prediction with 721,799 reactions and 888 catalyst types from USPTO. Predict which catalyst facilitates the given reaction. (1) Reactant: [H-].[Na+].[C:3]([O:7][C:8](=[O:15])[NH:9][C@H:10]1[CH2:13][C@H:12]([OH:14])[CH2:11]1)([CH3:6])([CH3:5])[CH3:4].Cl[C:17]1[N:21]([CH3:22])[C:20]2[CH:23]=[CH:24][CH:25]=[CH:26][C:19]=2[N:18]=1. Product: [C:3]([O:7][C:8](=[O:15])[NH:9][C@H:10]1[CH2:13][C@H:12]([O:14][C:17]2[N:21]([CH3:22])[C:20]3[CH:23]=[CH:24][CH:25]=[CH:26][C:19]=3[N:18]=2)[CH2:11]1)([CH3:6])([CH3:4])[CH3:5]. The catalyst class is: 18. (2) Reactant: [CH3:1][O:2][CH2:3][C:4]([C:7]1[CH:12]=[CH:11][C:10]([N+:13]([O-])=O)=[CH:9][CH:8]=1)([CH3:6])[CH3:5].CC(O)=O. Product: [CH3:1][O:2][CH2:3][C:4]([C:7]1[CH:8]=[CH:9][C:10]([NH2:13])=[CH:11][CH:12]=1)([CH3:6])[CH3:5]. The catalyst class is: 324. (3) Reactant: [CH3:1][O:2][C:3]1[C:4]([C:11]([O:13]CC)=[O:12])=[N:5][CH:6]=[C:7]([O:9][CH3:10])[N:8]=1.[OH-].[K+]. Product: [CH3:1][O:2][C:3]1[C:4]([C:11]([OH:13])=[O:12])=[N:5][CH:6]=[C:7]([O:9][CH3:10])[N:8]=1. The catalyst class is: 5. (4) Reactant: [CH3:1][CH2:2][O:3][C:4]([CH:6]1[CH2:12][CH2:11][C:9](=[O:10])[CH2:8][CH2:7]1)=[O:5].[CH3:13][C:14]1[CH:15]=[C:16](O)[C:17](=[CH:19][CH:20]=1)[OH:18].CC1C=CC(S(O)(=O)=O)=CC=1.O. Product: [CH2:2]([O:3][C:4]([CH:6]1[CH2:12][CH2:11][C:9]2([O:18][C:17]3[CH:19]=[CH:20][C:14]([CH3:13])=[CH:15][C:16]=3[O:10]2)[CH2:8][CH2:7]1)=[O:5])[CH3:1]. The catalyst class is: 2.